This data is from Forward reaction prediction with 1.9M reactions from USPTO patents (1976-2016). The task is: Predict the product of the given reaction. Given the reactants [CH:1]1[CH:6]=C[C:4](P([C:2]2[CH:3]=[CH:4]C=[CH:6][CH:1]=2)[C:2]2[CH:3]=[CH:4]C=[CH:6][CH:1]=2)=[CH:3][CH:2]=1.C(OC(=O)O[CH2:25][C:26]([CH2:28][O:29]C(OCC)=O)=[CH2:27])C.C1(N2CCCC2)CCCC=1.O, predict the reaction product. The product is: [CH2:6]=[C:1]1[CH2:25][CH:26]2[C:28](=[O:29])[CH:3]([CH2:4][CH2:27]2)[CH2:2]1.